Dataset: Catalyst prediction with 721,799 reactions and 888 catalyst types from USPTO. Task: Predict which catalyst facilitates the given reaction. (1) Reactant: [C:1](N1C=CN=C1)(N1C=CN=C1)=[S:2].[CH2:13]([NH:20][C:21]1[C:30]2[C:25](=[CH:26][CH:27]=[CH:28][CH:29]=2)[N:24]=[CH:23][C:22]=1[NH2:31])[C:14]1[CH:19]=[CH:18][CH:17]=[CH:16][CH:15]=1. Product: [CH2:13]([N:20]1[C:21]2[C:30]3[CH:29]=[CH:28][CH:27]=[CH:26][C:25]=3[N:24]=[CH:23][C:22]=2[N:31]=[C:1]1[SH:2])[C:14]1[CH:15]=[CH:16][CH:17]=[CH:18][CH:19]=1. The catalyst class is: 877. (2) Reactant: [OH-].[Li+].[Cl:3][C:4]1[CH:5]=[C:6]([NH:10][C:11]2[S:12][C:13]([C:16]3[CH:17]=[C:18]4[C:23](=[CH:24][CH:25]=3)[C:22](=[O:26])[C:21]([CH2:32][C:33]([O:35]C)=[O:34])([CH2:27][C:28]([F:31])([F:30])[F:29])[CH2:20][CH2:19]4)=[CH:14][N:15]=2)[CH:7]=[CH:8][CH:9]=1. Product: [Cl:3][C:4]1[CH:5]=[C:6]([NH:10][C:11]2[S:12][C:13]([C:16]3[CH:17]=[C:18]4[C:23](=[CH:24][CH:25]=3)[C:22](=[O:26])[C:21]([CH2:32][C:33]([OH:35])=[O:34])([CH2:27][C:28]([F:31])([F:30])[F:29])[CH2:20][CH2:19]4)=[CH:14][N:15]=2)[CH:7]=[CH:8][CH:9]=1. The catalyst class is: 40. (3) Reactant: [C:1]([C:4]1[CH:5]=[C:6]([CH:9]=[CH:10][CH:11]=1)[CH:7]=[O:8])([OH:3])=O.[F:12][C:13]([F:24])([F:23])[O:14][C:15]1[CH:22]=[CH:21][C:18]([CH2:19][NH2:20])=[CH:17][CH:16]=1.ON1C2C=CC=CC=2N=N1.C(N=C=NC(C)C)(C)C. Product: [CH:7]([C:6]1[CH:5]=[C:4]([CH:11]=[CH:10][CH:9]=1)[C:1]([NH:20][CH2:19][C:18]1[CH:21]=[CH:22][C:15]([O:14][C:13]([F:12])([F:23])[F:24])=[CH:16][CH:17]=1)=[O:3])=[O:8]. The catalyst class is: 2. (4) Reactant: C([Mg]Br)C.I[C:6]1[N:7]=[CH:8][N:9]([C:11]([C:24]2[CH:29]=[CH:28][CH:27]=[CH:26][CH:25]=2)([C:18]2[CH:23]=[CH:22][CH:21]=[CH:20][CH:19]=2)[C:12]2[CH:17]=[CH:16][CH:15]=[CH:14][CH:13]=2)[CH:10]=1.[CH2:30]([Sn:34](Cl)([CH2:39][CH2:40][CH2:41][CH3:42])[CH2:35][CH2:36][CH2:37][CH3:38])[CH2:31][CH2:32][CH3:33]. Product: [CH2:39]([Sn:34]([CH2:30][CH2:31][CH2:32][CH3:33])([CH2:35][CH2:36][CH2:37][CH3:38])[C:6]1[N:7]=[CH:8][N:9]([C:11]([C:24]2[CH:29]=[CH:28][CH:27]=[CH:26][CH:25]=2)([C:18]2[CH:23]=[CH:22][CH:21]=[CH:20][CH:19]=2)[C:12]2[CH:17]=[CH:16][CH:15]=[CH:14][CH:13]=2)[CH:10]=1)[CH2:40][CH2:41][CH3:42]. The catalyst class is: 1. (5) Reactant: Cl[CH2:2][CH2:3][C:4]([C:6]1[CH:11]=[CH:10][C:9]([Cl:12])=[CH:8][CH:7]=1)=[O:5].C(N(CC)CC)C.O.[Cl-].[Na+]. Product: [Cl:12][C:9]1[CH:8]=[CH:7][C:6]([C:4](=[O:5])[CH:3]=[CH2:2])=[CH:11][CH:10]=1. The catalyst class is: 115. (6) Reactant: [CH3:1][C:2]1[C:10]([N+:11]([O-:13])=[O:12])=[CH:9][C:8]([C:14]([F:17])([F:16])[F:15])=[CH:7][C:3]=1[C:4]([OH:6])=[O:5].[C:18](=O)([O-])[O-].[Na+].[Na+].CI.O. Product: [CH3:1][C:2]1[C:10]([N+:11]([O-:13])=[O:12])=[CH:9][C:8]([C:14]([F:15])([F:16])[F:17])=[CH:7][C:3]=1[C:4]([O:6][CH3:18])=[O:5]. The catalyst class is: 3. (7) Reactant: [NH2:1][C:2]1[CH:9]=[CH:8][C:7]([Br:10])=[CH:6][C:3]=1[CH:4]=O.[C:11]([C:14]1[S:18][C:17]([CH3:19])=[N:16][C:15]=1[CH3:20])(=O)[CH3:12].[OH-].[K+].C(O)C. Product: [Br:10][C:7]1[CH:6]=[C:3]2[C:2](=[CH:9][CH:8]=1)[N:1]=[C:11]([C:14]1[S:18][C:17]([CH3:19])=[N:16][C:15]=1[CH3:20])[CH:12]=[CH:4]2. The catalyst class is: 8. (8) Reactant: [OH:1][C:2]1[CH:41]=[CH:40][C:5]([CH2:6][C@H:7]2[N:12]([C:13]([C:15]3[CH:19]=[C:18]([CH3:20])[N:17]([C:21]4[CH:26]=[CH:25][CH:24]=[CH:23][CH:22]=4)[C:16]=3[C:27]3[CH:32]=[CH:31][CH:30]=[CH:29][CH:28]=3)=[O:14])[CH2:11][CH2:10][N:9]([C:33]([O:35][C:36]([CH3:39])([CH3:38])[CH3:37])=[O:34])[CH2:8]2)=[CH:4][CH:3]=1.Cl[CH2:43][C:44]#[N:45].C(=O)([O-])[O-].[K+].[K+]. Product: [C:44]([CH2:43][O:1][C:2]1[CH:3]=[CH:4][C:5]([CH2:6][C@H:7]2[N:12]([C:13]([C:15]3[CH:19]=[C:18]([CH3:20])[N:17]([C:21]4[CH:26]=[CH:25][CH:24]=[CH:23][CH:22]=4)[C:16]=3[C:27]3[CH:28]=[CH:29][CH:30]=[CH:31][CH:32]=3)=[O:14])[CH2:11][CH2:10][N:9]([C:33]([O:35][C:36]([CH3:37])([CH3:38])[CH3:39])=[O:34])[CH2:8]2)=[CH:40][CH:41]=1)#[N:45]. The catalyst class is: 21.